Dataset: Forward reaction prediction with 1.9M reactions from USPTO patents (1976-2016). Task: Predict the product of the given reaction. Given the reactants [C:1]([O:5][C:6]([NH:8][C@H:9]([C:25]([O:27][CH:28]([CH3:30])[CH3:29])=[O:26])[CH2:10][C:11]1[CH:16]=[CH:15][C:14](OS(C(F)(F)F)(=O)=O)=[CH:13][CH:12]=1)=[O:7])([CH3:4])([CH3:3])[CH3:2].[B:31]1([B:31]2[O:35][C:34]([CH3:37])([CH3:36])[C:33]([CH3:39])([CH3:38])[O:32]2)[O:35][C:34]([CH3:37])([CH3:36])[C:33]([CH3:39])([CH3:38])[O:32]1.C([O-])(=O)C.[K+], predict the reaction product. The product is: [C:1]([O:5][C:6]([NH:8][C@H:9]([C:25]([O:27][CH:28]([CH3:30])[CH3:29])=[O:26])[CH2:10][C:11]1[CH:16]=[CH:15][C:14]([B:31]2[O:35][C:34]([CH3:37])([CH3:36])[C:33]([CH3:39])([CH3:38])[O:32]2)=[CH:13][CH:12]=1)=[O:7])([CH3:4])([CH3:3])[CH3:2].